From a dataset of Reaction yield outcomes from USPTO patents with 853,638 reactions. Predict the reaction yield, written as a fraction of the theoretical maximum amount of product (1.0 means a 100% yield; for example, 0.34 means a 34% yield). The reactants are C([O:4][CH2:5][C@@H:6]1[C@@H:11](OC(=O)C)[CH:10]=[CH:9][C@H:8]([C:16](=[NH:19])[NH:17][OH:18])[O:7]1)(=O)C.[CH2:20]([O:22][C:23]([C:25]#[C:26][C:27]([O:29][CH2:30][CH3:31])=[O:28])=[O:24])[CH3:21]. The catalyst is CCO. The product is [OH:4][CH2:5][C@H:6]1[O:7][C@@H:8]([C:16](=[NH:19])[NH:17][O:18]/[C:26](=[CH:25]/[C:23]([O:22][CH2:20][CH3:21])=[O:24])/[C:27]([O:29][CH2:30][CH3:31])=[O:28])[CH2:9][CH2:10][CH2:11]1. The yield is 0.520.